From a dataset of Forward reaction prediction with 1.9M reactions from USPTO patents (1976-2016). Predict the product of the given reaction. (1) Given the reactants ClC1C=C(C=CC=1)C(OO)=[O:6].[O:12]=[C:13]1[NH:18][CH:17]([C:19]2[CH:26]=[CH:25][C:22]([C:23]#[N:24])=[CH:21][C:20]=2[S:27][CH2:28][CH3:29])[C:16]2[C:30](=[O:33])[CH2:31][CH2:32][C:15]=2[N:14]1[C:34]1[CH:39]=[CH:38][CH:37]=[C:36]([C:40]([F:43])([F:42])[F:41])[CH:35]=1, predict the reaction product. The product is: [O:12]=[C:13]1[NH:18][CH:17]([C:19]2[CH:26]=[CH:25][C:22]([C:23]#[N:24])=[CH:21][C:20]=2[S:27]([CH2:28][CH3:29])=[O:6])[C:16]2[C:30](=[O:33])[CH2:31][CH2:32][C:15]=2[N:14]1[C:34]1[CH:39]=[CH:38][CH:37]=[C:36]([C:40]([F:43])([F:42])[F:41])[CH:35]=1. (2) The product is: [CH3:31][C:38]([OH:37])([CH2:25][CH2:24][C:22]1[S:23][C:19]([C:4]2[CH:5]=[C:6]([NH:8][C:9]3[N:14]=[C:13]([C:15]([F:17])([F:18])[F:16])[CH:12]=[CH:11][N:10]=3)[CH:7]=[C:2]([CH3:1])[CH:3]=2)=[CH:20][N:21]=1)[CH3:34]. Given the reactants [CH3:1][C:2]1[CH:3]=[C:4]([C:19]2[S:23][C:22]([CH2:24][CH2:25]C(OCC)=O)=[N:21][CH:20]=2)[CH:5]=[C:6]([NH:8][C:9]2[N:14]=[C:13]([C:15]([F:18])([F:17])[F:16])[CH:12]=[CH:11][N:10]=2)[CH:7]=1.[CH3:31][Mg]Br.[CH2:34]1[CH2:38][O:37]CC1, predict the reaction product. (3) Given the reactants [H-].[Na+].CS(C)=O.[I-].[CH:8]([P+](C1C=CC=CC=1)(C1C=CC=CC=1)C1C=CC=CC=1)([CH3:10])[CH3:9].[O:30]1[CH2:34][CH2:33][C:32]2[CH:35]=[C:36]([CH:39]=O)[CH:37]=[CH:38][C:31]1=2, predict the reaction product. The product is: [CH3:9][C:8]([CH3:10])=[CH:39][C:36]1[CH:37]=[CH:38][C:31]2[O:30][CH2:34][CH2:33][C:32]=2[CH:35]=1.